From a dataset of Catalyst prediction with 721,799 reactions and 888 catalyst types from USPTO. Predict which catalyst facilitates the given reaction. (1) Reactant: C([O:14][C:15]([C:17]1([O:20]/[N:21]=[C:22](/[C:51]2[N:52]=[C:53]([NH:56]C(OC(C)(C)C)=O)[S:54][CH:55]=2)\[C:23]([NH:25][C@@H:26]2[C:29](=[O:30])[N:28]([S:31]([OH:34])(=[O:33])=[O:32])[C@@H:27]2[CH2:35][N:36]2[N:40]=[C:39]([CH2:41][NH:42]C(OC(C)(C)C)=O)[C:38]([CH3:50])=[N:37]2)=[O:24])[CH2:19][CH2:18]1)=[O:16])(C1C=CC=CC=1)C1C=CC=CC=1.C1(OC)C=CC=CC=1.C(O)(C(F)(F)F)=O. Product: [NH2:42][CH2:41][C:39]1[C:38]([CH3:50])=[N:37][N:36]([CH2:35][C@@H:27]2[C@H:26]([NH:25][C:23](=[O:24])/[C:22](=[N:21]\[O:20][C:17]3([C:15]([OH:16])=[O:14])[CH2:19][CH2:18]3)/[C:51]3[N:52]=[C:53]([NH2:56])[S:54][CH:55]=3)[C:29](=[O:30])[N:28]2[S:31]([OH:34])(=[O:32])=[O:33])[N:40]=1. The catalyst class is: 2. (2) Reactant: [OH:1][C:2]1[CH:15]=[CH:14][C:13]2[O:12][C:11]3[C:6](=[CH:7][C:8]([C:16]4[CH:17]=[N:18][CH:19]=[N:20][CH:21]=4)=[CH:9][CH:10]=3)[C:5]3([CH2:25][O:24][C:23]([NH2:26])=[N:22]3)[C:4]=2[CH:3]=1.C(=O)([O-])[O-].[Cs+].[Cs+].CN(C=O)C.I[CH2:39][CH2:40][CH3:41]. The catalyst class is: 6. Product: [CH2:39]([O:1][C:2]1[CH:15]=[CH:14][C:13]2[O:12][C:11]3[C:6](=[CH:7][C:8]([C:16]4[CH:17]=[N:18][CH:19]=[N:20][CH:21]=4)=[CH:9][CH:10]=3)[C:5]3([CH2:25][O:24][C:23]([NH2:26])=[N:22]3)[C:4]=2[CH:3]=1)[CH2:40][CH3:41]. (3) Reactant: [CH3:1][S:2][C:3]1[CH:4]=[C:5]([C:9]2(O)[CH2:14][CH2:13][N:12]([CH2:15][CH2:16][CH3:17])[CH2:11][CH2:10]2)[CH:6]=[CH:7][CH:8]=1. Product: [CH3:1][S:2][C:3]1[CH:4]=[C:5]([C:9]2[CH2:14][CH2:13][N:12]([CH2:15][CH2:16][CH3:17])[CH2:11][CH:10]=2)[CH:6]=[CH:7][CH:8]=1. The catalyst class is: 55. (4) Reactant: [C:1]([O:5][C:6](=[O:32])[CH2:7][CH2:8][N:9]1[CH2:14][CH2:13][O:12][CH:11]([C:15]2[CH:20]=[CH:19][C:18]([O:21][CH2:22][C:23]3[C:28]([Cl:29])=[CH:27][C:26](I)=[CH:25][C:24]=3[Cl:31])=[CH:17][CH:16]=2)[CH2:10]1)([CH3:4])([CH3:3])[CH3:2].[Cl-].[Li+].[CH2:35]([Zn]CC)[CH3:36].CCCCCCC.[NH4+].[Cl-]. Product: [C:1]([O:5][C:6](=[O:32])[CH2:7][CH2:8][N:9]1[CH2:14][CH2:13][O:12][CH:11]([C:15]2[CH:20]=[CH:19][C:18]([O:21][CH2:22][C:23]3[C:28]([Cl:29])=[CH:27][C:26]([CH2:35][CH3:36])=[CH:25][C:24]=3[Cl:31])=[CH:17][CH:16]=2)[CH2:10]1)([CH3:4])([CH3:3])[CH3:2]. The catalyst class is: 450. (5) Reactant: [CH2:1]1[O:10][C:4]([CH2:6][CH2:7][CH2:8]Cl)([CH3:5])[O:3][CH2:2]1.[F:11][C:12]([F:42])([F:41])[C:13]1[CH:14]=[C:15]([CH:34]=[C:35]([C:37]([F:40])([F:39])[F:38])[CH:36]=1)[C:16]([N:18]1[CH2:23][CH2:22][NH:21][CH2:20][C@H:19]1[CH2:24][C:25]1[C:33]2[C:28](=[CH:29][CH:30]=[CH:31][CH:32]=2)[NH:27][CH:26]=1)=[O:17].C(N(C(C)C)CC)(C)C.CN(C)C=O. Product: [F:40][C:37]([F:38])([F:39])[C:35]1[CH:34]=[C:15]([CH:14]=[C:13]([C:12]([F:11])([F:41])[F:42])[CH:36]=1)[C:16]([N:18]1[CH2:23][CH2:22][N:21]([CH2:8][CH2:7][CH2:6][C:4]2([CH3:5])[O:10][CH2:1][CH2:2][O:3]2)[CH2:20][C@H:19]1[CH2:24][C:25]1[C:33]2[C:28](=[CH:29][CH:30]=[CH:31][CH:32]=2)[NH:27][CH:26]=1)=[O:17]. The catalyst class is: 6.